Dataset: Peptide-MHC class II binding affinity with 134,281 pairs from IEDB. Task: Regression. Given a peptide amino acid sequence and an MHC pseudo amino acid sequence, predict their binding affinity value. This is MHC class II binding data. (1) The peptide sequence is GIKVGYTAHIRKATE. The MHC is DRB1_0701 with pseudo-sequence DRB1_0701. The binding affinity (normalized) is 0.220. (2) The peptide sequence is VNVQTKPSLFKVRNG. The MHC is HLA-DQA10501-DQB10303 with pseudo-sequence HLA-DQA10501-DQB10303. The binding affinity (normalized) is 0.388. (3) The peptide sequence is GKMYFNLIDTKCY. The MHC is DRB4_0101 with pseudo-sequence DRB4_0103. The binding affinity (normalized) is 0. (4) The peptide sequence is GELQIVDKIDAAFNI. The MHC is DRB1_0404 with pseudo-sequence DRB1_0404. The binding affinity (normalized) is 0.666. (5) The peptide sequence is VCKHTYVDRGWGNGC. The MHC is DRB4_0101 with pseudo-sequence DRB4_0103. The binding affinity (normalized) is 0.474. (6) The peptide sequence is AFALVLLFCALASSC. The MHC is HLA-DPA10103-DPB10401 with pseudo-sequence HLA-DPA10103-DPB10401. The binding affinity (normalized) is 0.216. (7) The peptide sequence is EKKYFAATQFEPGAA. The MHC is DRB1_0701 with pseudo-sequence DRB1_0701. The binding affinity (normalized) is 0.599. (8) The peptide sequence is ADKFLANVSTVLTGK. The MHC is DRB1_0405 with pseudo-sequence DRB1_0405. The binding affinity (normalized) is 0.577.